Dataset: Full USPTO retrosynthesis dataset with 1.9M reactions from patents (1976-2016). Task: Predict the reactants needed to synthesize the given product. (1) Given the product [CH3:1][C:2]([CH2:17][CH2:18][CH2:19][CH:20]([CH3:32])[CH2:21][CH2:22][CH2:23][CH:24]([CH3:31])[CH2:25][CH2:26][CH2:27][CH:28]([CH3:30])[CH3:29])=[CH:3][CH2:4][CH2:5][C:6]([O:8][CH2:9][C:10]([CH2:13][OH:14])([CH2:11][OH:12])[CH2:15][OH:16])=[O:7].[OH2:7], predict the reactants needed to synthesize it. The reactants are: [CH3:1][C:2]([CH2:17][CH2:18][CH2:19][CH:20]([CH3:32])[CH2:21][CH2:22][CH2:23][CH:24]([CH3:31])[CH2:25][CH2:26][CH2:27][CH:28]([CH3:30])[CH3:29])=[CH:3][CH2:4][CH2:5][C:6]([O:8][CH2:9][C:10]([CH2:15][OH:16])([CH2:13][OH:14])[CH2:11][OH:12])=[O:7]. (2) Given the product [CH2:18]([N:13]([CH2:36][CH2:37][CH2:32][O:1][C:2]1[CH:3]=[CH:4][C:5]([C:6]([O:8][CH3:9])=[O:7])=[CH:10][CH:11]=1)[CH2:14][CH3:15])[CH3:38], predict the reactants needed to synthesize it. The reactants are: [OH:1][C:2]1[CH:11]=[CH:10][C:5]([C:6]([O:8][CH3:9])=[O:7])=[CH:4][CH:3]=1.C[N:13]([CH3:18])[CH2:14][CH2:15]CO.C1(P([C:32]2[CH:37]=[CH:36]C=CC=2)C2C=CC=CC=2)C=CC=CC=1.[CH2:38]1COCC1.